Dataset: Reaction yield outcomes from USPTO patents with 853,638 reactions. Task: Predict the reaction yield, written as a fraction of the theoretical maximum amount of product (1.0 means a 100% yield; for example, 0.34 means a 34% yield). (1) The reactants are S(=O)(=O)(O)O.[Cl:6][C:7]1[C:8]([CH3:14])=[C:9]([CH:11]=[CH:12][CH:13]=1)N.N([O-])=[O:16].[Na+]. The product is [Cl:6][C:7]1[C:8]([CH3:14])=[C:9]([OH:16])[CH:11]=[CH:12][CH:13]=1. The catalyst is S(=O)(=O)(O)O.C(C(C)=O)C(C)C. The yield is 0.931. (2) The reactants are [N+:1]([C:4]1[CH:12]=[C:11]2[C:7]([CH:8]=[CH:9][N:10]2[CH2:13][C:14]#[N:15])=[CH:6][CH:5]=1)([O-])=O.[Cl-].[NH4+].CO.O. The catalyst is C(OCC)(=O)C.[Fe]. The product is [NH2:1][C:4]1[CH:12]=[C:11]2[C:7]([CH:8]=[CH:9][N:10]2[CH2:13][C:14]#[N:15])=[CH:6][CH:5]=1. The yield is 1.00. (3) The reactants are [Cl:1][C:2]1[C:7]([F:8])=[CH:6][C:5]([C@H:9]2[CH2:14][C@H:13]([C:15](=[O:22])[CH2:16][C:17](OCC)=[O:18])[CH2:12][CH2:11][N:10]2[C:23]([O:25][CH3:26])=[O:24])=[CH:4][C:3]=1[F:27].[OH-].[Na+].[NH2:30]O.Cl. The catalyst is CO.O.C(Cl)Cl. The product is [Cl:1][C:2]1[C:7]([F:8])=[CH:6][C:5]([C@H:9]2[CH2:14][C@H:13]([C:15]3[O:22][NH:30][C:17](=[O:18])[CH:16]=3)[CH2:12][CH2:11][N:10]2[C:23]([O:25][CH3:26])=[O:24])=[CH:4][C:3]=1[F:27]. The yield is 0.960. (4) The reactants are [F:1][C:2]1[CH:3]=[C:4]([CH:16]=[CH:17][CH:18]=1)[CH2:5][C:6]1[O:10][C:9]([CH:11]2OCC[O:12]2)=[CH:8][CH:7]=1.O1CCOC1C1OC=CC=1.C(O)(=O)C(O)=O.O. The catalyst is CO. The product is [F:1][C:2]1[CH:3]=[C:4]([CH:16]=[CH:17][CH:18]=1)[CH2:5][C:6]1[O:10][C:9]([CH:11]=[O:12])=[CH:8][CH:7]=1. The yield is 0.340. (5) The product is [C:14]([C:2]1[CH:7]=[CH:6][C:5]([CH2:8][C:9]([O:11][CH2:12][CH3:13])=[O:10])=[CH:4][CH:3]=1)#[N:15]. The reactants are Br[C:2]1[CH:7]=[CH:6][C:5]([CH2:8][C:9]([O:11][CH2:12][CH3:13])=[O:10])=[CH:4][CH:3]=1.[C:14]([Cu])#[N:15]. The yield is 0.665. The catalyst is [Cu]I.CN1C(=O)CCC1. (6) The reactants are [CH3:1][O:2][C:3]1[CH:8]=[C:7]([CH3:9])[C:6]([S:10]([N:13]([CH2:15][CH2:16][O:17][CH2:18][C:19]([OH:21])=O)[CH3:14])(=[O:12])=[O:11])=[C:5]([CH3:22])[CH:4]=1.C(N(C(C)C)CC)(C)C.C1C=CC2N(O)N=NC=2C=1.CCN=C=NCCCN(C)C.Cl.[CH3:54][N:55]([CH3:72])[C:56]1([C:66]2[CH:67]=[N:68][CH:69]=[CH:70][CH:71]=2)[CH2:61][CH2:60][CH:59]([CH2:62][CH2:63][NH:64][CH3:65])[CH2:58][CH2:57]1. The catalyst is ClCCl. The product is [CH3:72][N:55]([CH3:54])[C:56]1([C:66]2[CH:67]=[N:68][CH:69]=[CH:70][CH:71]=2)[CH2:57][CH2:58][CH:59]([CH2:62][CH2:63][N:64]([CH3:65])[C:19](=[O:21])[CH2:18][O:17][CH2:16][CH2:15][N:13]([CH3:14])[S:10]([C:6]2[C:5]([CH3:22])=[CH:4][C:3]([O:2][CH3:1])=[CH:8][C:7]=2[CH3:9])(=[O:11])=[O:12])[CH2:60][CH2:61]1. The yield is 0.440. (7) The reactants are [Cl:1][C:2]1[N:6]2[CH:7]=[C:8]([C:15]3[CH:19]=[CH:18][O:17][CH:16]=3)[CH:9]=[C:10]([C:11]([F:14])([F:13])[F:12])[C:5]2=[N:4][C:3]=1[C:20]([OH:22])=O.[NH:23]1[CH2:28][CH2:27][CH:26]([N:29]2[CH2:33][C:32](=[O:34])[NH:31][C:30]2=[O:35])[CH2:25][CH2:24]1.CCN(C(C)C)C(C)C.CN(C(ON1N=NC2C=CC=NC1=2)=[N+](C)C)C.F[P-](F)(F)(F)(F)F. The catalyst is CN(C=O)C.C(Cl)Cl. The product is [Cl:1][C:2]1[N:6]2[CH:7]=[C:8]([C:15]3[CH:19]=[CH:18][O:17][CH:16]=3)[CH:9]=[C:10]([C:11]([F:13])([F:12])[F:14])[C:5]2=[N:4][C:3]=1[C:20]([N:23]1[CH2:24][CH2:25][CH:26]([N:29]2[CH2:33][C:32](=[O:34])[NH:31][C:30]2=[O:35])[CH2:27][CH2:28]1)=[O:22]. The yield is 0.160. (8) The product is [NH:8]1[CH2:11][CH:10]([NH:12][C:13]([CH3:15])([CH3:14])[C:16]([NH2:17])=[O:18])[CH2:9]1. The catalyst is C(Cl)Cl. The yield is 0.510. The reactants are C(OC([N:8]1[CH2:11][CH:10]([NH:12][C:13]([C:16](=[O:18])[NH2:17])([CH3:15])[CH3:14])[CH2:9]1)=O)(C)(C)C.C(O)(C(F)(F)F)=O. (9) The reactants are [N+:1]([C:4]1[CH:5]=[C:6]2[C:10](=[CH:11][CH:12]=1)[NH:9][C:8](=[O:13])[CH2:7]2)([O-])=O. The catalyst is CO.[Pd]. The product is [NH2:1][C:4]1[CH:5]=[C:6]2[C:10](=[CH:11][CH:12]=1)[NH:9][C:8](=[O:13])[CH2:7]2. The yield is 0.600.